Dataset: Full USPTO retrosynthesis dataset with 1.9M reactions from patents (1976-2016). Task: Predict the reactants needed to synthesize the given product. Given the product [Cl-:1].[CH2:2]([N+:9]1[CH:10]=[CH:11][N:7]([CH3:6])[CH:8]=1)[CH2:3][CH2:4][CH3:5], predict the reactants needed to synthesize it. The reactants are: [Cl:1][CH2:2][CH2:3][CH2:4][CH3:5].[CH3:6][N:7]1[CH:11]=[CH:10][N:9]=[CH:8]1.